Dataset: Full USPTO retrosynthesis dataset with 1.9M reactions from patents (1976-2016). Task: Predict the reactants needed to synthesize the given product. (1) Given the product [F:36][C:33]([F:34])([F:35])[S:30]([N-:22][S:23]([C:26]([F:27])([F:28])[F:29])(=[O:24])=[O:25])(=[O:31])=[O:32].[OH:38][CH2:39][CH2:40][P+:9]([C:3]1[CH:4]=[CH:5][CH:6]=[CH:7][CH:8]=1)([C:10]1[CH:15]=[CH:14][CH:13]=[CH:12][CH:11]=1)[C:16]1[CH:17]=[CH:18][CH:19]=[CH:20][CH:21]=1, predict the reactants needed to synthesize it. The reactants are: N#N.[C:3]1([P:9]([C:16]2[CH:21]=[CH:20][CH:19]=[CH:18][CH:17]=2)[C:10]2[CH:15]=[CH:14][CH:13]=[CH:12][CH:11]=2)[CH:8]=[CH:7][CH:6]=[CH:5][CH:4]=1.[N-:22]([S:30]([C:33]([F:36])([F:35])[F:34])(=[O:32])=[O:31])[S:23]([C:26]([F:29])([F:28])[F:27])(=[O:25])=[O:24].C1(=O)O[CH2:40][CH2:39][O:38]1. (2) The reactants are: [NH2:1][C@@H:2]([CH2:33][C:34]1[CH:39]=[CH:38][CH:37]=[CH:36][CH:35]=1)[C@@H:3]([OH:32])[CH2:4][C@@H:5]([NH:19][C:20]([C@@H:22]([NH:27][C:28](=[O:31])[O:29][CH3:30])[C:23]([CH3:26])([CH3:25])[CH3:24])=[O:21])[CH2:6][C:7]1[CH:12]=[CH:11][C:10]([C:13]2[CH:18]=[CH:17][CH:16]=[CH:15][N:14]=2)=[CH:9][CH:8]=1.[C:40]([NH:47][C@H:48]([C:53](O)=[O:54])[C:49]([CH3:52])([CH3:51])[CH3:50])([O:42][C:43]([CH3:46])([CH3:45])[CH3:44])=[O:41].CCOP(ON1N=NC2C=CC=CC=2C1=O)(OCC)=O.C(N(CC)C(C)C)(C)C. Given the product [CH2:33]([C@H:2]([NH:1][C:53](=[O:54])[C@H:48]([C:49]([CH3:52])([CH3:51])[CH3:50])[NH:47][C:40](=[O:41])[O:42][C:43]([CH3:45])([CH3:46])[CH3:44])[C@@H:3]([OH:32])[CH2:4][C@H:5]([CH2:6][C:7]1[CH:12]=[CH:11][C:10]([C:13]2[CH:18]=[CH:17][CH:16]=[CH:15][N:14]=2)=[CH:9][CH:8]=1)[NH:19][C:20](=[O:21])[C@@H:22]([NH:27][C:28](=[O:31])[O:29][CH3:30])[C:23]([CH3:26])([CH3:25])[CH3:24])[C:34]1[CH:35]=[CH:36][CH:37]=[CH:38][CH:39]=1, predict the reactants needed to synthesize it. (3) Given the product [C:36](=[O:37])([OH:39])[O-:38].[NH4+:12].[Cl:17][C:16]1[C:11]([C:9]2[S:8][C:7]3[C:2]([C:30]4[CH:31]=[CH:32][N:27]=[CH:28][CH:29]=4)=[CH:3][CH:4]=[CH:5][C:6]=3[CH:10]=2)=[N:12][C:13]([NH:18][CH2:19][CH2:20][N:21]2[CH2:25][CH2:24][NH:23][C:22]2=[O:26])=[N:14][CH:15]=1, predict the reactants needed to synthesize it. The reactants are: Br[C:2]1[C:7]2[S:8][C:9]([C:11]3[C:16]([Cl:17])=[CH:15][N:14]=[C:13]([NH:18][CH2:19][CH2:20][N:21]4[CH2:25][CH2:24][NH:23][C:22]4=[O:26])[N:12]=3)=[CH:10][C:6]=2[CH:5]=[CH:4][CH:3]=1.[N:27]1[CH:32]=[CH:31][C:30](B(O)O)=[CH:29][CH:28]=1.[C:36](=[O:39])([OH:38])[O-:37].[Na+]. (4) Given the product [N:11]1([C:14]([C:16]2[CH:21]=[CH:20][CH:19]=[CH:18][C:17]=2[C:22]([F:24])([F:23])[F:25])=[O:15])[CH2:12][CH2:13][NH:8][CH2:9][CH2:10]1, predict the reactants needed to synthesize it. The reactants are: C([N:8]1[CH2:13][CH2:12][N:11]([C:14]([C:16]2[CH:21]=[CH:20][CH:19]=[CH:18][C:17]=2[C:22]([F:25])([F:24])[F:23])=[O:15])[CH2:10][CH2:9]1)C1C=CC=CC=1. (5) Given the product [C:52]([O:55][C:27](=[O:45])[CH:28]([NH:37][C:38]([O:40][C:41]([CH3:42])([CH3:43])[CH3:44])=[O:39])[CH2:29][C:30]1[CH:31]=[CH:32][C:33]([O:36][C:4]2[N:3]=[C:2]([NH2:7])[N:21]=[C:6]([NH:8][CH:9]([C:11]3[CH:20]=[CH:19][C:18]4[C:13](=[CH:14][CH:15]=[CH:16][CH:17]=4)[CH:12]=3)[CH3:10])[N:5]=2)=[CH:34][CH:35]=1)([CH3:46])([CH3:54])[CH3:53], predict the reactants needed to synthesize it. The reactants are: Cl[C:2]1[NH:7][C:6]([NH2:21])([NH:8][CH:9]([C:11]2[CH:20]=[CH:19][C:18]3[C:13](=[CH:14][CH:15]=[CH:16][CH:17]=3)[CH:12]=2)[CH3:10])[N:5]=[CH:4][N:3]=1.C(O[C:27](=[O:45])[CH:28]([NH:37][C:38]([O:40][C:41]([CH3:44])([CH3:43])[CH3:42])=[O:39])[CH2:29][C:30]1[CH:35]=[CH:34][C:33]([OH:36])=[CH:32][CH:31]=1)(C)(C)C.[C:46](=O)([O-])[O-].[K+].[K+].[CH:52]([OH:55])([CH3:54])[CH3:53]. (6) The reactants are: [Si:1]([O:18][CH2:19][C:20]1[C:25]([N:26]2[CH2:31][C@H:30]([CH3:32])[O:29][C@H:28]([CH3:33])[CH2:27]2)=[C:24]([Cl:34])[C:23]([F:35])=[CH:22][N:21]=1)([C:14]([CH3:17])([CH3:16])[CH3:15])([C:8]1[CH:13]=[CH:12][CH:11]=[CH:10][CH:9]=1)[C:2]1[CH:7]=[CH:6][CH:5]=[CH:4][CH:3]=1.CON(C)[C:39](=[O:46])[C:40]1[CH:45]=[CH:44][CH:43]=[N:42][CH:41]=1. Given the product [Si:1]([O:18][CH2:19][C:20]1[N:21]=[C:22]([C:39]([C:40]2[CH:41]=[N:42][CH:43]=[CH:44][CH:45]=2)=[O:46])[C:23]([F:35])=[C:24]([Cl:34])[C:25]=1[N:26]1[CH2:31][C@H:30]([CH3:32])[O:29][C@H:28]([CH3:33])[CH2:27]1)([C:14]([CH3:17])([CH3:15])[CH3:16])([C:8]1[CH:13]=[CH:12][CH:11]=[CH:10][CH:9]=1)[C:2]1[CH:3]=[CH:4][CH:5]=[CH:6][CH:7]=1, predict the reactants needed to synthesize it. (7) Given the product [CH:17]1([C:3]([CH:4]2[CH2:9][CH2:8][CH2:7][CH2:6][CH2:5]2)([OH:16])[C:4]2[CH:9]=[CH:8][C:7]([N:10]3[CH:11]=[CH:12][CH:13]=[CH:14]3)=[CH:6][C:5]=2[OH:15])[CH2:22][CH2:21][CH2:20][CH2:19][CH2:18]1, predict the reactants needed to synthesize it. The reactants are: CO[C:3](=[O:16])[C:4]1[CH:9]=[CH:8][C:7]([N:10]2[CH:14]=[CH:13][CH:12]=[CH:11]2)=[CH:6][C:5]=1[OH:15].[CH:17]1([Mg]Cl)[CH2:22][CH2:21][CH2:20][CH2:19][CH2:18]1.[NH4+].[Cl-]. (8) Given the product [CH2:4]([O:5][C:6]([N:8]1[CH2:13][CH2:12][CH2:11][CH2:10][NH:9]1)=[O:7])[CH3:3], predict the reactants needed to synthesize it. The reactants are: [H][H].[CH3:3][CH2:4][O:5][C:6]([N:8]1[CH2:13][CH:12]=[CH:11][CH2:10][N:9]1C(OCC1C=CC=CC=1)=O)=[O:7]. (9) Given the product [OH:12][C@H:11]([C:13]1[CH:18]=[CH:17][C:16]([OH:19])=[CH:15][CH:14]=1)[C@@H:10]([NH:9][CH2:8][CH2:7][O:6][C:5]1[C:21]([CH3:23])=[CH:22][C:2]([C:36]2[CH:35]=[CH:34][C:28]([O:29][CH2:30][C:31]([OH:33])=[O:32])=[CH:27][C:26]=2[CH3:25])=[CH:3][C:4]=1[CH3:24])[CH3:20], predict the reactants needed to synthesize it. The reactants are: Br[C:2]1[CH:22]=[C:21]([CH3:23])[C:5]([O:6][CH2:7][CH2:8][NH:9][C@@H:10]([CH3:20])[C@@H:11]([C:13]2[CH:18]=[CH:17][C:16]([OH:19])=[CH:15][CH:14]=2)[OH:12])=[C:4]([CH3:24])[CH:3]=1.[CH3:25][C:26]1[CH:27]=[C:28]([CH:34]=[CH:35][C:36]=1B1OC(C)(C)C(C)(C)O1)[O:29][CH2:30][C:31]([OH:33])=[O:32].[F-].[Cs+].O1CCOCC1. (10) Given the product [Cl:14][C:15]1[CH:35]=[CH:34][C:18]([CH2:19][N:20]2[C:28]3[C:23](=[CH:24][C:25]([C:29](=[O:30])[NH:13][C@H:11]([C:7]4[CH:8]=[CH:9][CH:10]=[C:5]([CH:2]([CH3:4])[CH3:3])[CH:6]=4)[CH3:12])=[CH:26][CH:27]=3)[C:22]([CH3:32])=[C:21]2[CH3:33])=[CH:17][C:16]=1[O:36][C@H:37]([CH2:42][CH3:43])[C:38]([O:40][CH3:41])=[O:39], predict the reactants needed to synthesize it. The reactants are: Cl.[CH:2]([C:5]1[CH:6]=[C:7]([C@@H:11]([NH2:13])[CH3:12])[CH:8]=[CH:9][CH:10]=1)([CH3:4])[CH3:3].[Cl:14][C:15]1[CH:35]=[CH:34][C:18]([CH2:19][N:20]2[C:28]3[C:23](=[CH:24][C:25]([C:29](O)=[O:30])=[CH:26][CH:27]=3)[C:22]([CH3:32])=[C:21]2[CH3:33])=[CH:17][C:16]=1[O:36][C@H:37]([CH2:42][CH3:43])[C:38]([O:40][CH3:41])=[O:39].